From a dataset of Full USPTO retrosynthesis dataset with 1.9M reactions from patents (1976-2016). Predict the reactants needed to synthesize the given product. Given the product [Cl:2][C:3]1[CH:8]=[CH:7][C:6]([C:9]([C:10]2[CH:26]=[CH:25][C:24](=[O:27])[N:15]3[C:14]4[CH2:16][CH2:17][CH2:18][CH2:19][C:13]=4[NH:12][C:11]=23)=[O:20])=[CH:5][CH:4]=1, predict the reactants needed to synthesize it. The reactants are: Cl.[Cl:2][C:3]1[CH:8]=[CH:7][C:6]([C:9](=[O:20])[CH2:10][C:11]2[NH:15][C:14]3[CH2:16][CH2:17][CH2:18][CH2:19][C:13]=3[N:12]=2)=[CH:5][CH:4]=1.C[O-].[Na+].[C:24](OC)(=[O:27])[C:25]#[CH:26].